Dataset: Full USPTO retrosynthesis dataset with 1.9M reactions from patents (1976-2016). Task: Predict the reactants needed to synthesize the given product. (1) Given the product [ClH:21].[F:1][C:2]1[C:3]([C:9]2[N:13]([CH:14]3[CH2:19][CH2:18][O:17][CH2:16][CH2:15]3)[C:12]([CH3:20])=[N:11][CH:10]=2)=[N:4][C:5]([NH:8][C:22]2[CH:34]=[CH:33][C:25]([CH2:26][N:27]3[CH2:28][CH2:29][O:30][CH2:31][CH2:32]3)=[C:24]([CH3:35])[CH:23]=2)=[N:6][CH:7]=1, predict the reactants needed to synthesize it. The reactants are: [F:1][C:2]1[C:3]([C:9]2[N:13]([CH:14]3[CH2:19][CH2:18][O:17][CH2:16][CH2:15]3)[C:12]([CH3:20])=[N:11][CH:10]=2)=[N:4][C:5]([NH2:8])=[N:6][CH:7]=1.[Cl:21][C:22]1[CH:34]=[CH:33][C:25]([CH2:26][N:27]2[CH2:32][CH2:31][O:30][CH2:29][CH2:28]2)=[C:24]([CH3:35])[CH:23]=1.C([O-])([O-])=O.[Cs+].[Cs+].CC(C1C=C(C(C)C)C(C2C=CC=CC=2P(C2CCCCC2)C2CCCCC2)=C(C(C)C)C=1)C.Cl. (2) Given the product [CH3:43][O:42][C:40](=[O:41])[CH2:39][O:27][CH2:26][C:24]1[S:25][C:21]([C:16]([C:13]2[CH:14]=[CH:15][C:10]([O:9][CH2:8][CH:7]([O:6][Si:5]([C:1]([CH3:4])([CH3:3])[CH3:2])([CH3:35])[CH3:34])[C:30]([CH3:33])([CH3:32])[CH3:31])=[C:11]([CH3:29])[CH:12]=2)([CH2:17][CH3:18])[CH2:19][CH3:20])=[CH:22][C:23]=1[CH3:28], predict the reactants needed to synthesize it. The reactants are: [C:1]([Si:5]([CH3:35])([CH3:34])[O:6][CH:7]([C:30]([CH3:33])([CH3:32])[CH3:31])[CH2:8][O:9][C:10]1[CH:15]=[CH:14][C:13]([C:16]([C:21]2[S:25][C:24]([CH2:26][OH:27])=[C:23]([CH3:28])[CH:22]=2)([CH2:19][CH3:20])[CH2:17][CH3:18])=[CH:12][C:11]=1[CH3:29])([CH3:4])([CH3:3])[CH3:2].[H-].[Na+].Br[CH2:39][C:40]([O:42][CH3:43])=[O:41]. (3) Given the product [C:13]([O:6][CH:4]([CH:3]=[C:2]([CH3:1])[CH2:7][CH2:8][CH:9]=[C:10]([CH3:11])[CH3:12])[CH3:5])(=[O:17])[CH2:14][CH2:15][CH3:16], predict the reactants needed to synthesize it. The reactants are: [CH3:1][C:2]([CH2:7][CH2:8][CH:9]=[C:10]([CH3:12])[CH3:11])=[CH:3][CH:4]([OH:6])[CH3:5].[C:13](O[C:13](=[O:17])[CH2:14][CH2:15][CH3:16])(=[O:17])[CH2:14][CH2:15][CH3:16].N1C=CC=CC=1. (4) Given the product [F:1][C:2]1[N:7]=[C:6]([N+:15]([O-:17])=[O:16])[C:5]([NH:8][C:9]([CH:11]2[CH2:12][CH2:13][CH2:14]2)=[O:10])=[CH:4][CH:3]=1, predict the reactants needed to synthesize it. The reactants are: [F:1][C:2]1[N:7]=[CH:6][C:5]([NH:8][C:9]([CH:11]2[CH2:14][CH2:13][CH2:12]2)=[O:10])=[CH:4][CH:3]=1.[N+:15]([O-])([OH:17])=[O:16].[OH-].[Na+]. (5) Given the product [F:22][C:23]1[N:24]=[CH:25][C:26]([C:19]2[CH:18]=[CH:17][C:10]3[C:11]4[CH:16]=[N:15][CH:14]=[CH:13][C:12]=4[NH:8][C:9]=3[N:20]=2)=[CH:27][CH:28]=1, predict the reactants needed to synthesize it. The reactants are: C(OC([N:8]1[C:12]2[CH:13]=[CH:14][N:15]=[CH:16][C:11]=2[C:10]2[CH:17]=[CH:18][C:19](Cl)=[N:20][C:9]1=2)=O)(C)(C)C.[F:22][C:23]1[CH:28]=[CH:27][C:26](B2OC(C)(C)C(C)(C)O2)=[CH:25][N:24]=1.C(=O)([O-])[O-].[K+].[K+]. (6) Given the product [CH3:30][O:29][C:24]1[CH:25]=[CH:26][CH:27]=[CH:28][C:23]=1[S:20]([NH:19][CH2:18][C:13]1[CH:14]=[CH:15][CH:16]=[CH:17][C:12]=1[C:4]1[CH:5]=[CH:6][C:1]([CH3:10])=[CH:2][CH:3]=1)(=[O:22])=[O:21], predict the reactants needed to synthesize it. The reactants are: [C:1]1([CH3:10])[CH:6]=[CH:5][C:4](B(O)O)=[CH:3][CH:2]=1.Br[C:12]1[CH:17]=[CH:16][CH:15]=[CH:14][C:13]=1[CH2:18][NH:19][S:20]([C:23]1[CH:28]=[CH:27][CH:26]=[CH:25][C:24]=1[O:29][CH3:30])(=[O:22])=[O:21].C([O-])([O-])=O.[Na+].[Na+]. (7) Given the product [F:21][B-:22]([F:25])([F:24])[F:23].[C:15]1([I+:14][C:8]2[CH:9]=[CH:10][CH:11]=[CH:12][CH:13]=2)[CH:16]=[CH:17][CH:18]=[CH:19][CH:20]=1, predict the reactants needed to synthesize it. The reactants are: F[P-](F)(F)(F)(F)F.[C:8]1([I+:14][C:15]2[CH:20]=[CH:19][CH:18]=[CH:17][CH:16]=2)[CH:13]=[CH:12][CH:11]=[CH:10][CH:9]=1.[F:21][B-:22]([F:25])([F:24])[F:23].[H+].P(O)(O)O.[Cl-].C1([I+]C2C=CC=CC=2)C=CC=CC=1.